Dataset: Catalyst prediction with 721,799 reactions and 888 catalyst types from USPTO. Task: Predict which catalyst facilitates the given reaction. (1) Reactant: [C:1]1([CH:7]=[N+:8]([C:10]([CH3:13])([CH3:12])[CH3:11])[O-])[CH:6]=[CH:5][CH:4]=[CH:3][CH:2]=1.C(=O)C1C=CC=CC=1.C(N)(C)(C)C. Product: [CH:7](=[N:8][C:10]([CH3:13])([CH3:12])[CH3:11])[C:1]1[CH:6]=[CH:5][CH:4]=[CH:3][CH:2]=1. The catalyst class is: 6. (2) Reactant: [CH3:1][N:2]([S:11]([C:14]1[CH:19]=[CH:18][C:17]([C:20]2[CH:25]=[CH:24][C:23]([N+:26]([O-])=O)=[CH:22][CH:21]=2)=[CH:16][CH:15]=1)(=[O:13])=[O:12])[C@@H:3]([C:7]([O:9][CH3:10])=[O:8])[CH:4]([CH3:6])[CH3:5].O.O.[Sn](Cl)Cl.C(=O)([O-])[O-].[Na+].[Na+]. Product: [NH2:26][C:23]1[CH:24]=[CH:25][C:20]([C:17]2[CH:16]=[CH:15][C:14]([S:11]([N:2]([CH3:1])[C@@H:3]([C:7]([O:9][CH3:10])=[O:8])[CH:4]([CH3:6])[CH3:5])(=[O:13])=[O:12])=[CH:19][CH:18]=2)=[CH:21][CH:22]=1. The catalyst class is: 13. (3) Reactant: [F:1][C:2]1[CH:7]=[C:6]([C:8]([CH3:10])=[CH2:9])[CH:5]=[CH:4][C:3]=1[C@@H:11]([NH:13][S@@:14]([C:16]([CH3:19])([CH3:18])[CH3:17])=[O:15])[CH3:12].[H][H]. Product: [F:1][C:2]1[CH:7]=[C:6]([CH:8]([CH3:9])[CH3:10])[CH:5]=[CH:4][C:3]=1[C@@H:11]([NH:13][S@@:14]([C:16]([CH3:19])([CH3:18])[CH3:17])=[O:15])[CH3:12]. The catalyst class is: 43. (4) Reactant: [Cl:1][C:2]1[CH:8]=[C:7]([O:9][C:10]2[C:19]3[C:14](=[CH:15][C:16]([O:22][CH3:23])=[C:17]([O:20][CH3:21])[CH:18]=3)[N:13]=[CH:12][CH:11]=2)[CH:6]=[CH:5][C:3]=1[NH2:4].C(N(C(C)C)CC)(C)C.ClC(Cl)(O[C:37](=[O:43])OC(Cl)(Cl)Cl)Cl.[NH2:45][C:46]1[S:47][C:48]([CH:51]2[CH2:53][CH2:52]2)=[N:49][N:50]=1. Product: [Cl:1][C:2]1[CH:8]=[C:7]([O:9][C:10]2[C:19]3[C:14](=[CH:15][C:16]([O:22][CH3:23])=[C:17]([O:20][CH3:21])[CH:18]=3)[N:13]=[CH:12][CH:11]=2)[CH:6]=[CH:5][C:3]=1[NH:4][C:37]([NH:45][C:46]1[S:47][C:48]([CH:51]2[CH2:53][CH2:52]2)=[N:49][N:50]=1)=[O:43]. The catalyst class is: 146. (5) Reactant: Br[C:2]1[N:6]2[N:7]=[C:8]([C:11]3[CH:16]=[CH:15][C:14]([C:17]([N:19]4[CH2:24][CH2:23][CH:22]([N:25]5[CH2:30][CH2:29][N:28]([CH3:31])[CH2:27][CH2:26]5)[CH2:21][CH2:20]4)=[O:18])=[CH:13][CH:12]=3)[CH:9]=[CH:10][C:5]2=[N:4][CH:3]=1.CC1(C)C(C)(C)OB([C:40]2[CH:41]=[C:42]3[C:46](=[CH:47][CH:48]=2)[NH:45][C:44](=[O:49])[CH2:43]3)O1.C([O-])([O-])=O.[Cs+].[Cs+]. Product: [CH3:31][N:28]1[CH2:29][CH2:30][N:25]([CH:22]2[CH2:23][CH2:24][N:19]([C:17]([C:14]3[CH:15]=[CH:16][C:11]([C:8]4[CH:9]=[CH:10][C:5]5[N:6]([C:2]([C:40]6[CH:41]=[C:42]7[C:46](=[CH:47][CH:48]=6)[NH:45][C:44](=[O:49])[CH2:43]7)=[CH:3][N:4]=5)[N:7]=4)=[CH:12][CH:13]=3)=[O:18])[CH2:20][CH2:21]2)[CH2:26][CH2:27]1. The catalyst class is: 70. (6) Reactant: [N+:1]([C:4]1[CH:9]=[CH:8][C:7]([CH:10]2[CH2:15][CH2:14][NH:13][CH2:12][CH2:11]2)=[CH:6][CH:5]=1)([O-])=O.[C:16](=O)([O:22]C(C)(C)C)[O:17][C:18]([CH3:21])([CH3:20])[CH3:19].C([O-])(O)=O.[Na+]. Product: [NH2:1][C:4]1[CH:9]=[CH:8][C:7]([CH:10]2[CH2:15][CH2:14][N:13]([C:16]([O:17][C:18]([CH3:21])([CH3:20])[CH3:19])=[O:22])[CH2:12][CH2:11]2)=[CH:6][CH:5]=1. The catalyst class is: 172. (7) The catalyst class is: 251. Reactant: [C:9](O[C:9]([O:11][C:12]([CH3:15])([CH3:14])[CH3:13])=[O:10])([O:11][C:12]([CH3:15])([CH3:14])[CH3:13])=[O:10].[CH2:16]([S:19][C:20]1[CH:27]=[CH:26][CH:25]=[CH:24][C:21]=1[CH2:22][NH2:23])[CH:17]=[CH2:18].C(O)(=O)CC(CC(O)=O)(C(O)=O)O. Product: [C:12]([O:11][C:9](=[O:10])[NH:23][CH2:22][C:21]1[CH:24]=[CH:25][CH:26]=[CH:27][C:20]=1[S:19][CH2:16][CH:17]=[CH2:18])([CH3:13])([CH3:14])[CH3:15]. (8) Reactant: [CH3:1][S:2]([C:5]1[CH:6]=[C:7]([NH:11][C:12]2[C:13]3[N:30]=[CH:29][S:28][C:14]=3[N:15]=[C:16]([C:18]3[CH:19]=[C:20]([CH:25]=[CH:26][CH:27]=3)[C:21]([O:23]C)=[O:22])[N:17]=2)[CH:8]=[CH:9][CH:10]=1)(=[O:4])=[O:3].[OH-].[Na+].Cl. Product: [CH3:1][S:2]([C:5]1[CH:6]=[C:7]([NH:11][C:12]2[C:13]3[N:30]=[CH:29][S:28][C:14]=3[N:15]=[C:16]([C:18]3[CH:19]=[C:20]([CH:25]=[CH:26][CH:27]=3)[C:21]([OH:23])=[O:22])[N:17]=2)[CH:8]=[CH:9][CH:10]=1)(=[O:3])=[O:4]. The catalyst class is: 38. (9) Reactant: [Cl:1][C:2]1[CH:3]=[C:4]([S:9]([N:12]([CH2:14][CH2:15][CH2:16][N:17]([CH3:19])[CH3:18])[CH3:13])(=[O:11])=[O:10])[CH:5]=[N:6][C:7]=1Cl.CC(C)([O-])C.[K+].CN(C)C(=O)C.[CH3:32][N:33]1[CH:37]=[CH:36][C:35]([NH:38][C:39]2[C:48]3[C:43](=[CH:44][CH:45]=[C:46]([OH:49])[CH:47]=3)[N:42]=[CH:41][N:40]=2)=[N:34]1. Product: [Cl:1][C:2]1[CH:3]=[C:4]([S:9]([N:12]([CH2:14][CH2:15][CH2:16][N:17]([CH3:19])[CH3:18])[CH3:13])(=[O:11])=[O:10])[CH:5]=[N:6][C:7]=1[O:49][C:46]1[CH:47]=[C:48]2[C:43](=[CH:44][CH:45]=1)[N:42]=[CH:41][N:40]=[C:39]2[NH:38][C:35]1[CH:36]=[CH:37][N:33]([CH3:32])[N:34]=1. The catalyst class is: 6.